From a dataset of Catalyst prediction with 721,799 reactions and 888 catalyst types from USPTO. Predict which catalyst facilitates the given reaction. (1) Reactant: [C:1]([O:5][C:6]([N:8]1[CH:16]2[CH:11]([CH2:12][CH2:13][CH2:14][CH2:15]2)[CH2:10][CH:9]1C(O)=O)=[O:7])([CH3:4])([CH3:3])[CH3:2].C1CN([P+](ON2N=NC3C=CC=CC2=3)(N2CCCC2)N2CCCC2)CC1.F[P-](F)(F)(F)(F)F.CN1CCOCC1.C1(NC(=O)C(O)C(N)CCC)CC1. Product: [C:1]([O:5][C:6]([N:8]1[CH:16]2[CH:11]([CH2:12][CH2:13][CH2:14][CH2:15]2)[CH2:10][CH2:9]1)=[O:7])([CH3:4])([CH3:2])[CH3:3]. The catalyst class is: 3. (2) Reactant: Br[C:2]1[C:7]([N+]([O-])=O)=[CH:6][CH:5]=[C:4]([Br:11])[C:3]=1[OH:12].C[Si]([C:17]#[C:18][C:19]1([OH:27])[CH:24]2[CH2:25][CH2:26][N:21]([CH2:22][CH2:23]2)[CH2:20]1)(C)C. Product: [Br:11][C:4]1[C:3]2[O:12][C:18]([C:19]3([OH:27])[CH:24]4[CH2:25][CH2:26][N:21]([CH2:22][CH2:23]4)[CH2:20]3)=[CH:17][C:2]=2[CH:7]=[CH:6][CH:5]=1. The catalyst class is: 17. (3) Reactant: [CH2:1]([NH:5][CH2:6][C:7]1[S:8][C:9]([C:12]2[CH:17]=[CH:16][CH:15]=[C:14]([S:18]([CH3:21])(=[O:20])=[O:19])[CH:13]=2)=[CH:10][CH:11]=1)[CH:2]([CH3:4])[CH3:3].[Cl:22][C:23]1[C:24]([F:33])=[C:25]([S:29](Cl)(=[O:31])=[O:30])[CH:26]=[CH:27][CH:28]=1.C(N(CC)C(C)C)(C)C. Product: [Cl:22][C:23]1[C:24]([F:33])=[C:25]([S:29]([N:5]([CH2:1][CH:2]([CH3:4])[CH3:3])[CH2:6][C:7]2[S:8][C:9]([C:12]3[CH:17]=[CH:16][CH:15]=[C:14]([S:18]([CH3:21])(=[O:20])=[O:19])[CH:13]=3)=[CH:10][CH:11]=2)(=[O:31])=[O:30])[CH:26]=[CH:27][CH:28]=1. The catalyst class is: 4. (4) Reactant: C[O:2][C:3](=[O:40])[CH2:4][CH2:5][C:6]1[CH:11]=[CH:10][C:9]([O:12][C:13]2[CH:18]=[CH:17][C:16]([CH2:19][CH:20]([NH:32][C:33]([O:35][C:36]([CH3:39])([CH3:38])[CH3:37])=[O:34])[C:21]([N:23]3[CH2:28][CH2:27][N:26]([C:29](=[O:31])[CH3:30])[CH2:25][CH2:24]3)=[O:22])=[CH:15][CH:14]=2)=[CH:8][CH:7]=1.[OH-].[Li+]. The catalyst class is: 20. Product: [C:29]([N:26]1[CH2:27][CH2:28][N:23]([C:21](=[O:22])[CH:20]([NH:32][C:33]([O:35][C:36]([CH3:39])([CH3:38])[CH3:37])=[O:34])[CH2:19][C:16]2[CH:17]=[CH:18][C:13]([O:12][C:9]3[CH:10]=[CH:11][C:6]([CH2:5][CH2:4][C:3]([OH:40])=[O:2])=[CH:7][CH:8]=3)=[CH:14][CH:15]=2)[CH2:24][CH2:25]1)(=[O:31])[CH3:30]. (5) Reactant: [C:1]([CH:5]1[CH2:10][CH2:9][CH:8]([OH:11])[CH2:7][CH2:6]1)([CH3:4])([CH3:3])[CH3:2].[H-].[Na+].Cl[C:15]1[C:24]2[C:19](=[CH:20][C:21]([C:25]3[C:30]([C:31]([F:34])([F:33])[F:32])=[CH:29][CH:28]=[CH:27][N:26]=3)=[CH:22][CH:23]=2)[N:18]=[CH:17][N:16]=1. Product: [C:1]([CH:5]1[CH2:6][CH2:7][CH:8]([O:11][C:15]2[C:24]3[C:19](=[CH:20][C:21]([C:25]4[C:30]([C:31]([F:32])([F:34])[F:33])=[CH:29][CH:28]=[CH:27][N:26]=4)=[CH:22][CH:23]=3)[N:18]=[CH:17][N:16]=2)[CH2:9][CH2:10]1)([CH3:4])([CH3:2])[CH3:3]. The catalyst class is: 118. (6) Reactant: [H-].[Na+].[F:3][C:4]([F:14])([C:10]([F:13])([F:12])[F:11])[C:5]([O:7]CC)=O.[C:15](#[N:17])[CH3:16]. Product: [F:14][C:4]([F:3])([C:10]([F:11])([F:12])[F:13])[C:5](=[O:7])[CH2:16][C:15]#[N:17]. The catalyst class is: 1. (7) Reactant: [C:1]([Si:5]([CH3:24])([CH3:23])[O:6][CH:7]([CH2:16][C:17]1[CH:22]=[CH:21][CH:20]=[CH:19][CH:18]=1)[CH2:8][CH2:9][CH:10]1[NH:14][C:13](=[O:15])[CH2:12][CH2:11]1)([CH3:4])([CH3:3])[CH3:2].C[Si]([N-][Si](C)(C)C)(C)C.[Na+].[CH3:35][O:36][C:37](=[O:48])[C:38]1[CH:43]=[CH:42][C:41]([CH2:44][CH2:45][CH2:46]Br)=[CH:40][CH:39]=1. Product: [CH3:35][O:36][C:37](=[O:48])[C:38]1[CH:43]=[CH:42][C:41]([CH2:44][CH2:45][CH2:46][N:14]2[C:13](=[O:15])[CH2:12][CH2:11][CH:10]2[CH2:9][CH2:8][CH:7]([O:6][Si:5]([C:1]([CH3:3])([CH3:2])[CH3:4])([CH3:24])[CH3:23])[CH2:16][C:17]2[CH:22]=[CH:21][CH:20]=[CH:19][CH:18]=2)=[CH:40][CH:39]=1. The catalyst class is: 3. (8) Reactant: [C:1]([O:5][C:6](=[O:13])[NH:7][C@H:8]1[CH2:11][C@H:10]([NH2:12])[CH2:9]1)([CH3:4])([CH3:3])[CH3:2].Cl[C:15]1[C:20]([N+:21]([O-:23])=[O:22])=[CH:19][CH:18]=[CH:17][N:16]=1.C(=O)([O-])[O-].[K+].[K+]. Product: [C:1]([O:5][C:6](=[O:13])[NH:7][C@H:8]1[CH2:11][C@H:10]([NH:12][C:15]2[C:20]([N+:21]([O-:23])=[O:22])=[CH:19][CH:18]=[CH:17][N:16]=2)[CH2:9]1)([CH3:4])([CH3:2])[CH3:3]. The catalyst class is: 16.